Dataset: Full USPTO retrosynthesis dataset with 1.9M reactions from patents (1976-2016). Task: Predict the reactants needed to synthesize the given product. (1) Given the product [Cl:11][C:12]1[CH:19]=[C:18]([Cl:20])[CH:17]=[CH:16][C:13]=1[C:14](=[O:23])[CH2:7][C:6]1[CH:9]=[CH:10][C:3]([F:2])=[CH:4][CH:5]=1, predict the reactants needed to synthesize it. The reactants are: [Mg].[F:2][C:3]1[CH:10]=[CH:9][C:6]([CH2:7]Br)=[CH:5][CH:4]=1.[Cl:11][C:12]1[CH:19]=[C:18]([Cl:20])[CH:17]=[CH:16][C:13]=1[C:14]#N.CC[O:23]CC. (2) Given the product [CH3:2][C:1]1([C:4]2[O:8][N:7]=[C:6]([C:9]([O:11][CH2:12][CH3:13])=[O:10])[CH:5]=2)[O:16][CH2:15][CH2:14][O:3]1, predict the reactants needed to synthesize it. The reactants are: [C:1]([C:4]1[O:8][N:7]=[C:6]([C:9]([O:11][CH2:12][CH3:13])=[O:10])[CH:5]=1)(=[O:3])[CH3:2].[CH2:14](O)[CH2:15][OH:16].